Task: Predict the product of the given reaction.. Dataset: Forward reaction prediction with 1.9M reactions from USPTO patents (1976-2016) (1) The product is: [CH3:23][C:12]1[CH:13]=[CH:14][C:15]([S:18]([O-:21])(=[O:20])=[O:19])=[CH:16][CH:17]=1.[CH3:12][N+:7]1[C:6]2[CH:8]=[CH:9][CH:10]=[CH:11][C:5]=2[S:4][C:3]=1[S:2][CH3:1]. Given the reactants [CH3:1][S:2][C:3]1[S:4][C:5]2[CH:11]=[CH:10][CH:9]=[CH:8][C:6]=2[N:7]=1.[C:12]1([CH3:23])[CH:17]=[CH:16][C:15]([S:18]([O:21]C)(=[O:20])=[O:19])=[CH:14][CH:13]=1, predict the reaction product. (2) Given the reactants I[C:2]1[C:7]([O:8][CH2:9][C:10]([F:13])([F:12])[F:11])=[CH:6][N:5]=[C:4]([O:14][CH3:15])[CH:3]=1.[Cl:16][C:17]1[CH:18]=[CH:19][C:20]([C:26]#[N:27])=[C:21](B(O)O)[CH:22]=1, predict the reaction product. The product is: [Cl:16][C:17]1[CH:18]=[CH:19][C:20]([C:26]#[N:27])=[C:21]([C:2]2[C:7]([O:8][CH2:9][C:10]([F:13])([F:12])[F:11])=[CH:6][N:5]=[C:4]([O:14][CH3:15])[CH:3]=2)[CH:22]=1. (3) Given the reactants [NH2:1][CH2:2][C@H:3]1[CH2:8][CH2:7][C@H:6]([NH:9][C:10]2[S:11][C:12]3[CH2:19][CH2:18][CH2:17][C:16]4[CH:20]=[CH:21][C:22]([F:24])=[CH:23][C:15]=4[C:13]=3[N:14]=2)[CH2:5][CH2:4]1.[C:25](Cl)(=[O:27])[CH3:26].O, predict the reaction product. The product is: [F:24][C:22]1[CH:21]=[CH:20][C:16]2[CH2:17][CH2:18][CH2:19][C:12]3[S:11][C:10]([NH:9][CH:6]4[CH2:7][CH2:8][CH:3]([CH2:2][NH:1][C:25](=[O:27])[CH3:26])[CH2:4][CH2:5]4)=[N:14][C:13]=3[C:15]=2[CH:23]=1. (4) Given the reactants [Cl:1][C:2]1[CH:3]=[C:4]([F:9])[C:5](F)=[N:6][CH:7]=1.[N:10]1([C:18]([O:20][C:21]([CH3:24])([CH3:23])[CH3:22])=[O:19])[CH2:13][CH2:12][CH:11]1[C:14]([O:16][CH3:17])=[O:15].C[Si]([N-][Si](C)(C)C)(C)C.[K+].[NH4+].[Cl-], predict the reaction product. The product is: [CH3:17][O:16][C:14]([C:11]1([C:5]2[C:4]([F:9])=[CH:3][C:2]([Cl:1])=[CH:7][N:6]=2)[CH2:12][CH2:13][N:10]1[C:18]([O:20][C:21]([CH3:24])([CH3:23])[CH3:22])=[O:19])=[O:15]. (5) Given the reactants [Cl:1][C:2]1[C:14]([NH:15][CH2:16][C:17]2[CH:22]=[C:21]([C:23]3[CH:28]=[CH:27][CH:26]=[C:25]([F:29])[CH:24]=3)[CH:20]=[CH:19][C:18]=2[F:30])=[C:13]([Cl:31])[CH:12]=[CH:11][C:3]=1[O:4][CH2:5][C:6]([O:8]CC)=[O:7].O[Li].O.O, predict the reaction product. The product is: [Cl:1][C:2]1[C:14]([NH:15][CH2:16][C:17]2[CH:22]=[C:21]([C:23]3[CH:28]=[CH:27][CH:26]=[C:25]([F:29])[CH:24]=3)[CH:20]=[CH:19][C:18]=2[F:30])=[C:13]([Cl:31])[CH:12]=[CH:11][C:3]=1[O:4][CH2:5][C:6]([OH:8])=[O:7]. (6) Given the reactants FC1C=CC([S:8]([Cl:11])(=[O:10])=[O:9])=CC=1OC.[Cl:14][C:15]1[CH:20]=[CH:19][C:18](N)=[CH:17][C:16]=1[C:22]([F:25])([F:24])[F:23], predict the reaction product. The product is: [Cl:14][C:15]1[CH:20]=[CH:19][C:18]([S:8]([Cl:11])(=[O:10])=[O:9])=[CH:17][C:16]=1[C:22]([F:25])([F:24])[F:23]. (7) Given the reactants [CH3:1][CH:2]([C:23]([NH:25][CH2:26][C:27]([F:33])([F:32])[C:28]([F:31])([F:30])[F:29])=[O:24])[C:3]([NH:5][C@@H:6]1[C:12](=[O:13])[N:11]([CH2:14][C:15]([F:18])([F:17])[F:16])[C:10]2[CH:19]=[CH:20][CH:21]=[CH:22][C:9]=2[NH:8][CH2:7]1)=[O:4].[F:34][C:35]([F:48])([F:47])[S:36](O[S:36]([C:35]([F:48])([F:47])[F:34])(=[O:38])=[O:37])(=[O:38])=[O:37], predict the reaction product. The product is: [CH3:1][CH:2]([C:23]([NH:25][CH2:26][C:27]([F:33])([F:32])[C:28]([F:31])([F:29])[F:30])=[O:24])[C:3]([NH:5][C@@H:6]1[C:12](=[O:13])[N:11]([CH2:14][C:15]([F:16])([F:17])[F:18])[C:10]2[CH:19]=[CH:20][CH:21]=[CH:22][C:9]=2[N:8]([S:36]([C:35]([F:48])([F:47])[F:34])(=[O:38])=[O:37])[CH2:7]1)=[O:4]. (8) Given the reactants C(OC(=O)[NH:7][CH:8]1[CH2:14][CH:13]2[N:15]([CH2:16][CH:17]([C:19]3[C:28]([Cl:29])=[CH:27][CH:26]=[C:25]4[C:20]=3[N:21]=[C:22]([O:30][CH3:31])[CH:23]=[N:24]4)[OH:18])[CH:10]([CH2:11][CH2:12]2)[CH2:9]1)(C)(C)C.C(O)(C(F)(F)F)=O, predict the reaction product. The product is: [NH2:7][CH:8]1[CH2:14][CH:13]2[N:15]([CH2:16][CH:17]([C:19]3[C:28]([Cl:29])=[CH:27][CH:26]=[C:25]4[C:20]=3[N:21]=[C:22]([O:30][CH3:31])[CH:23]=[N:24]4)[OH:18])[CH:10]([CH2:11][CH2:12]2)[CH2:9]1.